Dataset: Forward reaction prediction with 1.9M reactions from USPTO patents (1976-2016). Task: Predict the product of the given reaction. (1) Given the reactants [Cl:1][C:2]1[CH:20]=[CH:19][C:5]2[N:6]([CH3:18])[C:7](=[O:17])[CH2:8][N:9]=[C:10]([C:11]3[CH:16]=[CH:15][CH:14]=[CH:13][CH:12]=3)[C:4]=2[CH:3]=1.[CH3:21][O:22][C:23]1[CH:33]=[CH:32][C:26]([O:27][CH2:28][C:29](O)=[O:30])=[CH:25][CH:24]=1, predict the reaction product. The product is: [Cl:1][C:2]1[CH:20]=[CH:19][C:5]2[N:6]([CH3:18])[C:7](=[O:17])[CH2:8][N:9]3[C:29](=[O:30])[C@@H:28]([O:27][C:26]4[CH:32]=[CH:33][C:23]([O:22][CH3:21])=[CH:24][CH:25]=4)[C@:10]3([C:11]3[CH:16]=[CH:15][CH:14]=[CH:13][CH:12]=3)[C:4]=2[CH:3]=1. (2) Given the reactants [NH2:1][C:2]1[CH:7]=[CH:6][C:5]([CH2:8][CH2:9][C:10]2[N:11]=[C:12]([NH:15][C:16](=[O:18])[CH3:17])[S:13][CH:14]=2)=[CH:4][CH:3]=1.[C:19]([N:27]=[C:28]=[S:29])(=[O:26])[C:20]1[CH:25]=[CH:24][CH:23]=[CH:22][CH:21]=1, predict the reaction product. The product is: [C:19]([NH:27][C:28]([NH:1][C:2]1[CH:7]=[CH:6][C:5]([CH2:8][CH2:9][C:10]2[N:11]=[C:12]([NH:15][C:16](=[O:18])[CH3:17])[S:13][CH:14]=2)=[CH:4][CH:3]=1)=[S:29])(=[O:26])[C:20]1[CH:25]=[CH:24][CH:23]=[CH:22][CH:21]=1. (3) Given the reactants [NH2:1][CH2:2][C:3]1[CH:8]=[CH:7][C:6]([NH2:9])=[C:5]([Cl:10])[CH:4]=1.[C:11](O[C:11]([O:13][C:14]([CH3:17])([CH3:16])[CH3:15])=[O:12])([O:13][C:14]([CH3:17])([CH3:16])[CH3:15])=[O:12], predict the reaction product. The product is: [C:14]([O:13][C:11]([NH:1][CH2:2][C:3]1[CH:8]=[CH:7][C:6]([NH2:9])=[C:5]([Cl:10])[CH:4]=1)=[O:12])([CH3:17])([CH3:16])[CH3:15]. (4) Given the reactants [CH2:1]([N:8]1[CH2:12][C@H:11]2[C:13]3[CH:14]=[CH:15][C:16](Br)=[C:17]([Cl:21])[C:18]=3[CH2:19][O:20][C@@:10]2([CH3:23])[CH2:9]1)[C:2]1[CH:7]=[CH:6][CH:5]=[CH:4][CH:3]=1.[CH3:24][O-:25].[Na+], predict the reaction product. The product is: [ClH:21].[CH2:1]([N:8]1[CH2:12][C@H:11]2[C:13]3[CH:14]=[CH:15][C:16]([O:25][CH3:24])=[C:17]([Cl:21])[C:18]=3[CH2:19][O:20][C@@:10]2([CH3:23])[CH2:9]1)[C:2]1[CH:7]=[CH:6][CH:5]=[CH:4][CH:3]=1. (5) Given the reactants [NH2:1][C:2]1[CH:11]=[CH:10][C:5]([C:6]([O:8][CH3:9])=[O:7])=[CH:4][C:3]=1[Br:12].[C:13](O[C:13]([O:15][C:16]([CH3:19])([CH3:18])[CH3:17])=[O:14])([O:15][C:16]([CH3:19])([CH3:18])[CH3:17])=[O:14], predict the reaction product. The product is: [C:16]([O:15][C:13]([N:1]([C:13]([O:15][C:16]([CH3:19])([CH3:18])[CH3:17])=[O:14])[C:2]1[CH:11]=[CH:10][C:5]([C:6]([O:8][CH3:9])=[O:7])=[CH:4][C:3]=1[Br:12])=[O:14])([CH3:19])([CH3:18])[CH3:17]. (6) Given the reactants C([Li])C[CH2:3][CH3:4].Br[C:7]1[CH:12]=[CH:11][CH:10]=[CH:9][C:8]=1[CH2:13][OH:14].Cl[SiH2:16][CH:17]=C(C)C.[CH3:21]CCCCC.C(OCC)(=O)C, predict the reaction product. The product is: [OH:14][CH2:13][C:8]1[CH:9]=[CH:10][CH:11]=[CH:12][C:7]=1[Si:16]([CH3:17])([CH3:21])[CH:3]=[CH2:4]. (7) Given the reactants [Cl:1][C:2]1[CH:3]=[CH:4][C:5]([CH2:8][O:9][C:10]2[CH:15]=[CH:14][N:13]([C:16]3[CH:21]=[CH:20][C:19]([OH:22])=[CH:18][CH:17]=3)[C:12](=[O:23])[CH:11]=2)=[N:6][CH:7]=1.C(=O)([O-])[O-].[Cs+].[Cs+].[Br:30][CH:31](Br)[CH3:32].CN(C=O)C, predict the reaction product. The product is: [Br:30][CH2:31][CH2:32][O:22][C:19]1[CH:18]=[CH:17][C:16]([N:13]2[CH:14]=[CH:15][C:10]([O:9][CH2:8][C:5]3[CH:4]=[CH:3][C:2]([Cl:1])=[CH:7][N:6]=3)=[CH:11][C:12]2=[O:23])=[CH:21][CH:20]=1. (8) Given the reactants [CH2:1]([OH:6])[C:2]([Br:5])([Br:4])[Br:3].C(N(CC)CC)C.[C:14](Cl)(=[O:17])[CH:15]=[CH2:16].O, predict the reaction product. The product is: [Br:3][C:2]([Br:5])([Br:4])[CH2:1][O:6][C:14](=[O:17])[CH:15]=[CH2:16]. (9) Given the reactants [Br:1][C:2]1[CH:3]=[N:4][C:5]2[N:6]([N:8]=[C:9]([C:11]([OH:13])=O)[CH:10]=2)[CH:7]=1.[S:14]1[C:18]2[CH2:19][CH2:20][NH:21][CH2:22][CH2:23][C:17]=2[CH:16]=[CH:15]1, predict the reaction product. The product is: [Br:1][C:2]1[CH:3]=[N:4][C:5]2[N:6]([N:8]=[C:9]([C:11]([N:21]3[CH2:22][CH2:23][C:17]4[CH:16]=[CH:15][S:14][C:18]=4[CH2:19][CH2:20]3)=[O:13])[CH:10]=2)[CH:7]=1.